The task is: Predict the product of the given reaction.. This data is from Forward reaction prediction with 1.9M reactions from USPTO patents (1976-2016). (1) Given the reactants C(Cl)(=O)C(Cl)=O.[C:7]([C:9]([CH3:32])([CH:13]([C:24]1[CH:29]=[CH:28][CH:27]=[CH:26][C:25]=1[O:30][CH3:31])[C:14]1[CH:15]=[N:16][C:17]2[C:22]([CH:23]=1)=[CH:21][CH:20]=[CH:19][CH:18]=2)[C:10](O)=[O:11])#[N:8].Cl.[F:34][C:35]([F:49])([F:48])[C:36]1[CH:37]=[C:38]([CH:42]2[CH2:47][CH2:46][NH2+:45][CH2:44][CH2:43]2)[CH:39]=[CH:40][CH:41]=1.C(N(CC)CC)C, predict the reaction product. The product is: [CH3:31][O:30][C:25]1[CH:26]=[CH:27][CH:28]=[CH:29][C:24]=1[CH:13]([C:14]1[CH:15]=[N:16][C:17]2[C:22]([CH:23]=1)=[CH:21][CH:20]=[CH:19][CH:18]=2)[C:9]([CH3:32])([C:10]([N:45]1[CH2:44][CH2:43][CH:42]([C:38]2[CH:39]=[CH:40][CH:41]=[C:36]([C:35]([F:34])([F:48])[F:49])[CH:37]=2)[CH2:47][CH2:46]1)=[O:11])[C:7]#[N:8]. (2) Given the reactants [F:1][C:2]([F:37])([F:36])[C:3]1[CH:4]=[C:5]([CH:29]=[C:30]([C:32]([F:35])([F:34])[F:33])[CH:31]=1)[CH2:6][O:7][CH2:8][CH:9]([N:16]1[CH2:21][CH2:20][N:19]([CH2:22][CH2:23][O:24][CH2:25][C:26]([OH:28])=O)[CH2:18][CH2:17]1)[C:10]1[CH:15]=[CH:14][CH:13]=[CH:12][CH:11]=1.[C:38]1([S:44]([NH2:47])(=[O:46])=[O:45])[CH:43]=[CH:42][CH:41]=[CH:40][CH:39]=1.CCN=C=NCCCN(C)C, predict the reaction product. The product is: [F:1][C:2]([F:37])([F:36])[C:3]1[CH:4]=[C:5]([CH:29]=[C:30]([C:32]([F:33])([F:34])[F:35])[CH:31]=1)[CH2:6][O:7][CH2:8][CH:9]([N:16]1[CH2:21][CH2:20][N:19]([CH2:22][CH2:23][O:24][CH2:25][C:26]([NH:47][S:44]([C:38]2[CH:43]=[CH:42][CH:41]=[CH:40][CH:39]=2)(=[O:46])=[O:45])=[O:28])[CH2:18][CH2:17]1)[C:10]1[CH:11]=[CH:12][CH:13]=[CH:14][CH:15]=1. (3) Given the reactants [C:1]1([N:7]=[C:8]=S)[CH:6]=[CH:5][CH:4]=[CH:3][CH:2]=1.[CH3:10][O:11][C:12]1[CH:13]=[C:14]([CH:16]=[CH:17][C:18]=1[O:19][CH3:20])[NH2:15].C(N(CC)CC)C.II, predict the reaction product. The product is: [CH3:10][O:11][C:12]1[CH:13]=[C:14]([N:15]=[C:8]=[N:7][C:1]2[CH:6]=[CH:5][CH:4]=[CH:3][CH:2]=2)[CH:16]=[CH:17][C:18]=1[O:19][CH3:20]. (4) The product is: [CH2:1]([O:8][C:9]1[CH:10]=[C:11]2[C:16](=[CH:17][CH:18]=1)[CH:15]([C:19]1[CH:24]=[CH:23][C:22]([O:25][CH2:26][CH2:27][N:28]3[CH2:32][CH2:31][CH2:30][CH2:29]3)=[CH:21][CH:20]=1)[NH:14][CH2:13][CH2:12]2)[C:2]1[CH:3]=[CH:4][CH:5]=[CH:6][CH:7]=1. Given the reactants [CH2:1]([O:8][C:9]1[CH:10]=[C:11]2[C:16](=[CH:17][CH:18]=1)[CH:15]([C:19]1[CH:24]=[CH:23][C:22]([O:25][CH2:26][CH2:27][N:28]3[CH2:32][CH2:31][CH2:30][CH2:29]3)=[CH:21][CH:20]=1)[N:14](C(=O)C(F)(F)F)[CH2:13][CH2:12]2)[C:2]1[CH:7]=[CH:6][CH:5]=[CH:4][CH:3]=1.C([O-])([O-])=O.[K+].[K+].CCOC(C)=O.CO, predict the reaction product. (5) The product is: [F:10][C:11]1[C:19]([F:20])=[C:18]([F:21])[C:17]([N+:6]([O-:9])=[O:7])=[CH:16][C:12]=1[C:13]([OH:15])=[O:14]. Given the reactants OS(O)(=O)=O.[N+:6]([O-:9])(O)=[O:7].[F:10][C:11]1[C:19]([F:20])=[C:18]([F:21])[CH:17]=[CH:16][C:12]=1[C:13]([OH:15])=[O:14], predict the reaction product. (6) Given the reactants [C:1]([O:5][C:6](=[O:32])[NH:7][C:8]1[CH:13]=[CH:12][CH:11]=[C:10]([O:14][C:15]2[CH:20]=[CH:19][C:18]([C:21](=[O:30])[NH:22][C:23]3[CH:28]=[CH:27][CH:26]=[C:25]([Br:29])[CH:24]=3)=[CH:17][C:16]=2[NH2:31])[CH:9]=1)([CH3:4])([CH3:3])[CH3:2].C([C:35]1[C:36]([N:42]=[CH:43][N:44]([CH3:46])C)=[N:37][C:38]([CH3:41])=[CH:39][CH:40]=1)#N.C(OC(=O)NC1C=CC=C(SC2C=CC(C(=O)NC3C=CC=C(Br)C=3)=CC=2N)C=1)(C)(C)C, predict the reaction product. The product is: [C:1]([O:5][C:6](=[O:32])[NH:7][C:8]1[CH:13]=[CH:12][CH:11]=[C:10]([O:14][C:15]2[CH:20]=[CH:19][C:18]([C:21](=[O:30])[NH:22][C:23]3[CH:28]=[CH:27][CH:26]=[C:25]([Br:29])[CH:24]=3)=[CH:17][C:16]=2[NH:31][C:46]2[C:35]3[CH:40]=[CH:39][C:38]([CH3:41])=[N:37][C:36]=3[N:42]=[CH:43][N:44]=2)[CH:9]=1)([CH3:4])([CH3:2])[CH3:3]. (7) The product is: [Cl:1][C:2]1[N:7]=[CH:6][C:5]([S:8]([NH:19][CH:16]2[CH2:17][CH2:18][S:13](=[O:20])(=[O:12])[CH2:14][CH2:15]2)(=[O:10])=[O:9])=[CH:4][CH:3]=1. Given the reactants [Cl:1][C:2]1[N:7]=[CH:6][C:5]([S:8](Cl)(=[O:10])=[O:9])=[CH:4][CH:3]=1.[O:12]=[S:13]1(=[O:20])[CH2:18][CH2:17][CH:16]([NH2:19])[CH2:15][CH2:14]1, predict the reaction product. (8) Given the reactants [NH2:1][C:2]1[CH:7]=[CH:6][C:5]([CH:8]([CH3:16])[C:9]([O:11][C:12]([CH3:15])([CH3:14])[CH3:13])=[O:10])=[CH:4][CH:3]=1.Br[CH2:18][C:19]1[CH:29]=[CH:28][C:27]([Cl:30])=[CH:26][C:20]=1[C:21](OCC)=[O:22].C(N(CC)C(C)C)(C)C, predict the reaction product. The product is: [Cl:30][C:27]1[CH:26]=[C:20]2[C:19]([CH2:18][N:1]([C:2]3[CH:3]=[CH:4][C:5]([CH:8]([CH3:16])[C:9]([O:11][C:12]([CH3:15])([CH3:14])[CH3:13])=[O:10])=[CH:6][CH:7]=3)[C:21]2=[O:22])=[CH:29][CH:28]=1. (9) Given the reactants Cl.[C:2]([NH:6][OH:7])([CH3:5])([CH3:4])[CH3:3].[CH:8]([C:10]1[C:18]2[C:13](=[CH:14][CH:15]=[CH:16][CH:17]=2)[NH:12][C:11]=1[C:19]([O:21][CH3:22])=[O:20])=O, predict the reaction product. The product is: [C:2]([N+:6]([O-:7])=[CH:8][C:10]1[C:18]2[C:13](=[CH:14][CH:15]=[CH:16][CH:17]=2)[NH:12][C:11]=1[C:19]([O:21][CH3:22])=[O:20])([CH3:5])([CH3:4])[CH3:3].